From a dataset of Full USPTO retrosynthesis dataset with 1.9M reactions from patents (1976-2016). Predict the reactants needed to synthesize the given product. (1) Given the product [Br:18][C:6]1[CH:7]=[CH:8][C:3]([O:2][CH3:1])=[C:4]([OH:10])[C:5]=1[OH:9], predict the reactants needed to synthesize it. The reactants are: [CH3:1][O:2][C:3]1[CH:8]=[CH:7][CH:6]=[C:5]([OH:9])[C:4]=1[OH:10].C1C(=O)N([Br:18])C(=O)C1. (2) Given the product [F:45][C:46]1[C:51]([F:52])=[CH:50][CH:49]=[CH:48][C:47]=1[C@@H:53]1[CH2:63][CH2:62][C@@H:61]([N:19]2[C:15](=[O:25])[C:16]3[C:17](=[CH:21][CH:22]=[CH:23][CH:24]=3)[C:18]2=[O:20])[C:56]2=[N:57][CH:58]=[CH:59][CH:60]=[C:55]2[C@H:54]1[NH:65][C:66](=[O:72])[O:67][C:68]([CH3:70])([CH3:69])[CH3:71], predict the reactants needed to synthesize it. The reactants are: CC(OC(/N=N/C(OC(C)C)=O)=O)C.[C:15]1(=[O:25])[NH:19][C:18](=[O:20])[C:17]2=[CH:21][CH:22]=[CH:23][CH:24]=[C:16]12.C1(P(C2C=CC=CC=2)C2C=CC=CC=2)C=CC=CC=1.[F:45][C:46]1[C:51]([F:52])=[CH:50][CH:49]=[CH:48][C:47]=1[C@@H:53]1[CH2:63][CH2:62][C@H:61](O)[C:56]2=[N:57][CH:58]=[CH:59][CH:60]=[C:55]2[C@H:54]1[NH:65][C:66](=[O:72])[O:67][C:68]([CH3:71])([CH3:70])[CH3:69]. (3) The reactants are: [CH3:1][C:2]1[CH:11]=[C:10]2[C:5]([C:6]([OH:15])=[C:7]([N+:12]([O-])=O)[CH:8]=[N:9]2)=[CH:4][CH:3]=1.[OH-].[NH4+].[H][H]. Given the product [NH2:12][C:7]1[CH:8]=[N:9][C:10]2[C:5]([C:6]=1[OH:15])=[CH:4][CH:3]=[C:2]([CH3:1])[CH:11]=2, predict the reactants needed to synthesize it. (4) Given the product [NH2:10][CH2:11][C@@H:12]1[CH2:13][CH2:14][C@H:15]([NH:18][C:19]2[CH:28]=[C:27]([N:29]([CH3:31])[CH3:30])[C:26]3[C:21](=[CH:22][CH:23]=[CH:24][CH:25]=3)[N:20]=2)[CH2:16][CH2:17]1, predict the reactants needed to synthesize it. The reactants are: C(OC(=O)[NH:10][CH2:11][C@H:12]1[CH2:17][CH2:16][C@@H:15]([NH:18][C:19]2[CH:28]=[C:27]([N:29]([CH3:31])[CH3:30])[C:26]3[C:21](=[CH:22][CH:23]=[CH:24][CH:25]=3)[N:20]=2)[CH2:14][CH2:13]1)C1C=CC=CC=1. (5) The reactants are: [Cl:1][C:2]1[CH:3]=[C:4]([CH:16]=[CH:17][CH:18]=1)[O:5][CH2:6][C:7](=[O:15])[CH2:8]P(=O)(OC)OC.[Li+].[Cl-].CCN([CH2:26][CH3:27])CC.[NH4+].[Cl-].[C:30]([O:33][CH2:34][CH3:35])(=[O:32])[CH3:31]. Given the product [C:30]([O:33][CH:34]1[CH2:35][CH:34]2[O:33][C:30](=[O:32])[CH2:31][CH:35]2[CH:26]1/[CH:27]=[CH:8]/[C:7](=[O:15])[CH2:6][O:5][C:4]1[CH:16]=[CH:17][CH:18]=[C:2]([Cl:1])[CH:3]=1)(=[O:32])[C:31]1[CH:4]=[CH:3][CH:2]=[CH:18][CH:17]=1, predict the reactants needed to synthesize it. (6) Given the product [Cl:15][C:11]1[CH:10]=[C:9]([C:7]2[N:6]=[C:5]3[CH2:16][CH2:17][CH2:18][C:4]3=[C:3]([CH2:27][C:28]3[CH:29]=[CH:30][C:31]([CH2:34][C:35]([OH:37])=[O:36])=[CH:32][CH:33]=3)[CH:8]=2)[CH:14]=[CH:13][CH:12]=1, predict the reactants needed to synthesize it. The reactants are: Cl.Cl[C:3]1[CH:8]=[C:7]([C:9]2[CH:14]=[CH:13][CH:12]=[C:11]([Cl:15])[CH:10]=2)[N:6]=[C:5]2[CH2:16][CH2:17][CH2:18][C:4]=12.CC1(C)C(C)(C)OB([CH2:27][C:28]2[CH:33]=[CH:32][C:31]([CH2:34][C:35]([O:37]C)=[O:36])=[CH:30][CH:29]=2)O1.C([O-])([O-])=O.[Na+].[Na+].O1CCOCC1.